Regression. Given two drug SMILES strings and cell line genomic features, predict the synergy score measuring deviation from expected non-interaction effect. From a dataset of NCI-60 drug combinations with 297,098 pairs across 59 cell lines. Drug 1: C1=CC(=C2C(=C1NCCNCCO)C(=O)C3=C(C=CC(=C3C2=O)O)O)NCCNCCO. Drug 2: COCCOC1=C(C=C2C(=C1)C(=NC=N2)NC3=CC=CC(=C3)C#C)OCCOC.Cl. Cell line: HCC-2998. Synergy scores: CSS=29.7, Synergy_ZIP=7.65, Synergy_Bliss=8.86, Synergy_Loewe=-14.9, Synergy_HSA=6.32.